Task: Predict which catalyst facilitates the given reaction.. Dataset: Catalyst prediction with 721,799 reactions and 888 catalyst types from USPTO Reactant: C1(C)C=CC=CC=1.[Cl:8][C:9]1[CH:10]=[CH:11][C:12]([N:41]2[CH:45]=[N:44][N:43]=[N:42]2)=[C:13]([C:15]2[CH:23]=[C:22]3[N:18]([CH:19]([C:24]([NH:26][CH2:27][C:28]([C:30]4[S:34][C:33]([NH:35][C:36](=[O:39])[O:37][CH3:38])=[CH:32][CH:31]=4)=O)=O)[CH2:20][CH2:21]3)[C:17](=[O:40])[CH:16]=2)[CH:14]=1.C([O-])(=O)C.[NH4+:50].C(=O)([O-])O.[Na+]. Product: [CH3:38][O:37][C:36](=[O:39])[NH:35][C:33]1[S:34][C:30]([C:28]2[NH:50][C:24]([CH:19]3[N:18]4[C:22](=[CH:23][C:15]([C:13]5[CH:14]=[C:9]([Cl:8])[CH:10]=[CH:11][C:12]=5[N:41]5[CH:45]=[N:44][N:43]=[N:42]5)=[CH:16][C:17]4=[O:40])[CH2:21][CH2:20]3)=[N:26][CH:27]=2)=[CH:31][CH:32]=1. The catalyst class is: 15.